Dataset: Catalyst prediction with 721,799 reactions and 888 catalyst types from USPTO. Task: Predict which catalyst facilitates the given reaction. Reactant: [N:1]([C:4]1[CH:12]=[CH:11][C:7]([C:8]([OH:10])=O)=[CH:6][CH:5]=1)=[N+:2]=[N-:3].C1C=CC2N(O)N=NC=2C=1.[NH2:23][CH2:24][CH2:25][N:26]1[CH2:31][CH2:30][CH2:29][CH2:28][CH2:27]1.CCN=C=NCCCN(C)C. Product: [N:1]([C:4]1[CH:5]=[CH:6][C:7]([C:8]([NH:23][CH2:24][CH2:25][N:26]2[CH2:31][CH2:30][CH2:29][CH2:28][CH2:27]2)=[O:10])=[CH:11][CH:12]=1)=[N+:2]=[N-:3]. The catalyst class is: 444.